Task: Predict the reaction yield, written as a fraction of the theoretical maximum amount of product (1.0 means a 100% yield; for example, 0.34 means a 34% yield).. Dataset: Reaction yield outcomes from USPTO patents with 853,638 reactions (1) The reactants are [CH3:1][C:2]1[CH:7]=[C:6]([CH3:8])[CH:5]=[C:4]([CH3:9])[C:3]=1[Mg]Br.[Sn:12](Cl)([CH2:21][CH2:22][CH2:23][CH3:24])([CH2:17][CH2:18][CH2:19][CH3:20])[CH2:13][CH2:14][CH2:15][CH3:16]. The catalyst is C1COCC1. The product is [CH2:21]([Sn:12]([CH2:13][CH2:14][CH2:15][CH3:16])([CH2:17][CH2:18][CH2:19][CH3:20])[C:3]1[C:2]([CH3:1])=[CH:7][C:6]([CH3:8])=[CH:5][C:4]=1[CH3:9])[CH2:22][CH2:23][CH3:24]. The yield is 0.900. (2) The reactants are [NH:1]1[C:9]2[C:4](=[CH:5][CH:6]=[CH:7][CH:8]=2)[CH:3]=[CH:2]1.[B:10]1([B:10]2[O:14][C:13]([CH3:16])([CH3:15])[C:12]([CH3:18])([CH3:17])[O:11]2)[O:14][C:13]([CH3:16])([CH3:15])[C:12]([CH3:18])([CH3:17])[O:11]1. The catalyst is C(C1C=CN=C(C2C=C(C(C)(C)C)C=CN=2)C=1)(C)(C)C. The product is [CH3:17][C:12]1([CH3:18])[C:13]([CH3:16])([CH3:15])[O:14][B:10]([C:2]2[NH:1][C:9]3[C:4]([CH:3]=2)=[CH:5][CH:6]=[CH:7][CH:8]=3)[O:11]1. The yield is 0.850. (3) The reactants are [CH3:1][C:2]([CH3:34])([CH2:5][C@@:6]1([C:28]2[CH:33]=[CH:32][CH:31]=[CH:30][CH:29]=2)[O:11][C:10](=[O:12])[N:9]([C@H:13]([C:15]2[CH:20]=[CH:19][C:18]([C:21]3[CH:26]=[CH:25][C:24](=[O:27])[NH:23][CH:22]=3)=[CH:17][CH:16]=2)[CH3:14])[CH2:8][CH2:7]1)[C:3]#[N:4].[CH3:35]I.[H-].[Na+]. The catalyst is C1COCC1. The product is [CH3:34][C:2]([CH3:1])([CH2:5][C@@:6]1([C:28]2[CH:33]=[CH:32][CH:31]=[CH:30][CH:29]=2)[O:11][C:10](=[O:12])[N:9]([C@H:13]([C:15]2[CH:20]=[CH:19][C:18]([C:21]3[CH:26]=[CH:25][C:24](=[O:27])[N:23]([CH3:35])[CH:22]=3)=[CH:17][CH:16]=2)[CH3:14])[CH2:8][CH2:7]1)[C:3]#[N:4]. The yield is 0.850.